Dataset: Peptide-MHC class I binding affinity with 185,985 pairs from IEDB/IMGT. Task: Regression. Given a peptide amino acid sequence and an MHC pseudo amino acid sequence, predict their binding affinity value. This is MHC class I binding data. (1) The peptide sequence is KLSGLGINAV. The MHC is HLA-A68:02 with pseudo-sequence HLA-A68:02. The binding affinity (normalized) is 0.0165. (2) The peptide sequence is CSEVPQSGY. The MHC is HLA-B58:01 with pseudo-sequence HLA-B58:01. The binding affinity (normalized) is 0.0847. (3) The binding affinity (normalized) is 0. The peptide sequence is ARYAAAAAL. The MHC is HLA-A31:01 with pseudo-sequence HLA-A31:01. (4) The peptide sequence is NDFVSDADST. The MHC is HLA-B44:02 with pseudo-sequence HLA-B44:02. The binding affinity (normalized) is 0.0392.